This data is from Catalyst prediction with 721,799 reactions and 888 catalyst types from USPTO. The task is: Predict which catalyst facilitates the given reaction. (1) The catalyst class is: 4. Product: [I:39][C:35]1[N:36]=[CH:37][O:38][C:34]=1[C:31]1[CH:32]=[CH:33][C:28]([NH:15][N:16]=[CH:17][C:18]2[CH:23]=[CH:22][C:21]([CH2:24][N:25]([CH3:27])[CH3:26])=[CH:20][CH:19]=2)=[CH:29][CH:30]=1. Reactant: FC(F)(F)C(O)=O.C(OC([N:15]([C:28]1[CH:33]=[CH:32][C:31]([C:34]2[O:38][CH:37]=[N:36][C:35]=2[I:39])=[CH:30][CH:29]=1)[N:16]=[CH:17][C:18]1[CH:23]=[CH:22][C:21]([CH2:24][N:25]([CH3:27])[CH3:26])=[CH:20][CH:19]=1)=O)(C)(C)C.C(=O)(O)[O-].[Na+]. (2) Product: [CH3:12][N:10]1[CH:11]=[C:7]([C:4]2[S:3][C:2]([NH:14][NH2:15])=[N:6][N:5]=2)[CH:8]=[N:9]1. Reactant: Cl[C:2]1[S:3][C:4]([C:7]2[CH:8]=[N:9][N:10]([CH3:12])[CH:11]=2)=[N:5][N:6]=1.O.[NH2:14][NH2:15]. The catalyst class is: 8. (3) Reactant: C(OC([N:8]1[CH2:13][CH2:12][CH2:11][C@H:10]([C:14]2[O:18][N:17]=[C:16]([C:19]3[NH:20][CH:21]=[CH:22][N:23]=3)[N:15]=2)[CH2:9]1)=O)(C)(C)C.[Cl:24]CCl. Product: [ClH:24].[NH:20]1[CH:21]=[CH:22][N:23]=[C:19]1[C:16]1[N:15]=[C:14]([C@H:10]2[CH2:11][CH2:12][CH2:13][NH:8][CH2:9]2)[O:18][N:17]=1. The catalyst class is: 33. (4) Product: [Cl:1][C:2]1[CH:23]=[CH:6][C:5]([CH2:8][N:9]2[CH:10]=[CH:11][C:16]3[C:21](=[O:22])[O:20][CH2:19][C:17]2=3)=[CH:4][CH:3]=1. The catalyst class is: 11. Reactant: [Cl:1][C:2]1N=[CH:6][C:5]([CH2:8][NH:9][CH2:10][CH:11](OC)OC)=[CH:4][CH:3]=1.[CH2:16]1[C:21](=[O:22])[O:20][CH2:19][C:17]1=O.[C:23]1(C)C=CC(S(O)(=O)=O)=CC=1. (5) Reactant: Br[C:2]1[CH:3]=[N:4][C:5]([CH3:8])=[N:6][CH:7]=1.O1C=[C:12](B2OC(C)(C)C(C)(C)O2)[CH:11]=[N:10]1.[F-].[K+].C(Cl)Cl. Product: [CH3:8][C:5]1[N:4]=[CH:3][C:2]([CH2:12][C:11]#[N:10])=[CH:7][N:6]=1. The catalyst class is: 58.